Dataset: Reaction yield outcomes from USPTO patents with 853,638 reactions. Task: Predict the reaction yield, written as a fraction of the theoretical maximum amount of product (1.0 means a 100% yield; for example, 0.34 means a 34% yield). (1) The reactants are [Br:1][C:2]1[C:7]([N+:8]([O-])=O)=[CH:6][N:5]=[C:4]([C:11]([CH3:17])([CH3:16])[C:12]([F:15])([F:14])[F:13])[CH:3]=1.O.O.[Sn](Cl)Cl.C([O-])(O)=O.[Na+]. The catalyst is CCO. The product is [Br:1][C:2]1[CH:3]=[C:4]([C:11]([CH3:16])([CH3:17])[C:12]([F:13])([F:14])[F:15])[N:5]=[CH:6][C:7]=1[NH2:8]. The yield is 0.564. (2) The reactants are [B-](F)(F)(F)F.CN(C(ON1C(=O)CCC1=O)=[N+](C)C)C.[OH:21][CH:22]([C:24]1[CH:25]=[C:26]([C:41]([OH:43])=O)[CH:27]=[C:28]2[C:33]=1[O:32][C:31]([N:34]1[CH2:39][CH2:38][O:37][CH2:36][CH2:35]1)=[CH:30][C:29]2=[O:40])[CH3:23].CCN(C(C)C)C(C)C.[CH3:53][N:54]([CH3:58])[CH2:55][CH2:56][NH2:57]. The catalyst is C(Cl)Cl. The product is [CH3:53][N:54]([CH3:58])[CH2:55][CH2:56][NH:57][C:41]([C:26]1[CH:27]=[C:28]2[C:33](=[C:24]([CH:22]([OH:21])[CH3:23])[CH:25]=1)[O:32][C:31]([N:34]1[CH2:39][CH2:38][O:37][CH2:36][CH2:35]1)=[CH:30][C:29]2=[O:40])=[O:43]. The yield is 0.596. (3) The reactants are C(OC([N:8]1[CH2:13][CH2:12][CH:11]([C:14]2[CH:19]=[CH:18][C:17]([NH:20][C:21]([C:23]3[N:24](COCC[Si](C)(C)C)[CH:25]=[C:26]([C:28]#[N:29])[N:27]=3)=[O:22])=[C:16]([C:38]3[CH2:43][CH2:42][C:41]([CH3:45])([CH3:44])[CH2:40][CH:39]=3)[N:15]=2)[CH2:10][CH2:9]1)=O)(C)(C)C.[C:46]([OH:52])([C:48]([F:51])([F:50])[F:49])=[O:47].CO. The catalyst is C(Cl)Cl.CO. The product is [F:49][C:48]([F:51])([F:50])[C:46]([OH:52])=[O:47].[CH3:44][C:41]1([CH3:45])[CH2:42][CH2:43][C:38]([C:16]2[N:15]=[C:14]([CH:11]3[CH2:12][CH2:13][NH:8][CH2:9][CH2:10]3)[CH:19]=[CH:18][C:17]=2[NH:20][C:21]([C:23]2[NH:24][CH:25]=[C:26]([C:28]#[N:29])[N:27]=2)=[O:22])=[CH:39][CH2:40]1. The yield is 0.970. (4) The reactants are [C:1]([O:5][C:6](=[O:36])[NH:7][C:8]1([C:12]2[CH:17]=[CH:16][C:15](C3C(=O)C4C(=CC=C(F)C=4)OC=3C3C=CC=CC=3)=[CH:14][CH:13]=2)[CH2:11][CH2:10][CH2:9]1)([CH3:4])([CH3:3])[CH3:2].I[C:38]1[C:47](=[O:48])[C:46]2[C:41](=[C:42]([O:52][CH3:53])[C:43]([N+:49]([O-:51])=[O:50])=[CH:44][CH:45]=2)[O:40][C:39]=1[C:54]1[CH:59]=[CH:58][CH:57]=[CH:56][CH:55]=1. No catalyst specified. The product is [C:1]([O:5][C:6](=[O:36])[NH:7][C:8]1([C:12]2[CH:13]=[CH:14][C:15]([C:38]3[C:47](=[O:48])[C:46]4[C:41](=[C:42]([O:52][CH3:53])[C:43]([N+:49]([O-:51])=[O:50])=[CH:44][CH:45]=4)[O:40][C:39]=3[C:54]3[CH:59]=[CH:58][CH:57]=[CH:56][CH:55]=3)=[CH:16][CH:17]=2)[CH2:9][CH2:10][CH2:11]1)([CH3:4])([CH3:2])[CH3:3]. The yield is 0.720. (5) The reactants are [N:1]1([C:6]2[CH:7]=[C:8]([CH3:24])[C:9]3[N:13]=[C:12]([C:14]4[C:15]([O:21]C)=[N:16][CH:17]=[CH:18][C:19]=4[I:20])[NH:11][C:10]=3[CH:23]=2)[CH:5]=[CH:4][N:3]=[CH:2]1. The catalyst is Cl.C(OCC)(=O)C. The product is [N:1]1([C:6]2[CH:7]=[C:8]([CH3:24])[C:9]3[N:13]=[C:12]([C:14]4[C:15](=[O:21])[NH:16][CH:17]=[CH:18][C:19]=4[I:20])[NH:11][C:10]=3[CH:23]=2)[CH:5]=[CH:4][N:3]=[CH:2]1. The yield is 0.810. (6) The yield is 0.280. The reactants are [F:1][CH2:2][CH2:3][CH2:4][C:5]1[CH:10]=[CH:9][C:8]([C:11]2[CH:12]=[N:13][CH:14]=[CH:15][C:16]=2[N+:17]([O-])=O)=[CH:7][CH:6]=1. The product is [F:1][CH2:2][CH2:3][CH2:4][C:5]1[CH:10]=[CH:9][C:8]2[C:11]3[CH:12]=[N:13][CH:14]=[CH:15][C:16]=3[NH:17][C:7]=2[CH:6]=1. The catalyst is P(OCC)(OCC)(OCC)=O. (7) The reactants are Cl[S:2]([N:5]=[C:6]=[O:7])(=[O:4])=[O:3].[CH3:8][C:9]([OH:12])([CH3:11])[CH3:10].[C:13]([O:17][C:18]([N:20]([CH2:50][CH2:51][O:52][CH2:53][CH2:54][NH:55][CH3:56])[C@@H:21]1[CH2:28][N:27]2[C:29]3[CH:30]=[C:31]([C:42]([O:44][CH3:45])=[O:43])[CH:32]=[CH:33][C:34]=3[C:35]([CH:36]3[CH2:41][CH2:40][CH2:39][CH2:38][CH2:37]3)=[C:26]2[C:25]2[CH:46]=[CH:47][CH:48]=[CH:49][C:24]=2[O:23][CH2:22]1)=[O:19])([CH3:16])([CH3:15])[CH3:14].CCN(CC)CC. The catalyst is C(Cl)Cl.CCOCC. The product is [C:13]([O:17][C:18]([N:20]([CH2:50][CH2:51][O:52][CH2:53][CH2:54][N:55]([S:2]([NH:5][C:6]([O:12][C:9]([CH3:11])([CH3:10])[CH3:8])=[O:7])(=[O:4])=[O:3])[CH3:56])[C@@H:21]1[CH2:28][N:27]2[C:29]3[CH:30]=[C:31]([C:42]([O:44][CH3:45])=[O:43])[CH:32]=[CH:33][C:34]=3[C:35]([CH:36]3[CH2:41][CH2:40][CH2:39][CH2:38][CH2:37]3)=[C:26]2[C:25]2[CH:46]=[CH:47][CH:48]=[CH:49][C:24]=2[O:23][CH2:22]1)=[O:19])([CH3:14])([CH3:15])[CH3:16]. The yield is 0.400. (8) The yield is 0.940. The reactants are [I:1][C:2]1[CH:10]=[C:6]([C:7](O)=O)[C:5]([NH2:11])=[CH:4][CH:3]=1.C(O)(=O)C.[CH:16]([NH2:18])=N.C(Cl)(=O)C([Cl:22])=O.CN(C=O)C. The product is [Cl:22][C:7]1[C:6]2[C:5](=[CH:4][CH:3]=[C:2]([I:1])[CH:10]=2)[N:11]=[CH:16][N:18]=1. The catalyst is CCO.ClCCCl. (9) The reactants are C[O:2][C:3]1[CH:4]=[C:5]2[C:10](=[CH:11][CH:12]=1)[CH2:9][NH:8][CH2:7][CH2:6]2.Br. No catalyst specified. The product is [OH:2][C:3]1[CH:4]=[C:5]2[C:10](=[CH:11][CH:12]=1)[CH2:9][NH:8][CH2:7][CH2:6]2. The yield is 0.990. (10) The reactants are N1C(C)=CC=CC=1C.[CH2:9]([O:16][C:17]1[CH:18]=[CH:19][C:20]([C@@H:28]([OH:31])[CH2:29][Br:30])=[C:21]2[C:26]=1[NH:25][C:24](=[O:27])[CH:23]=[CH:22]2)[C:10]1[CH:15]=[CH:14][CH:13]=[CH:12][CH:11]=1.FC(F)(F)S(O[Si:38]([C:41]([CH3:44])([CH3:43])[CH3:42])([CH3:40])[CH3:39])(=O)=O. The catalyst is ClCCl. The product is [CH2:9]([O:16][C:17]1[CH:18]=[CH:19][C:20]([C@@H:28]([O:31][Si:38]([C:41]([CH3:44])([CH3:43])[CH3:42])([CH3:40])[CH3:39])[CH2:29][Br:30])=[C:21]2[C:26]=1[NH:25][C:24](=[O:27])[CH:23]=[CH:22]2)[C:10]1[CH:11]=[CH:12][CH:13]=[CH:14][CH:15]=1. The yield is 0.850.